This data is from Forward reaction prediction with 1.9M reactions from USPTO patents (1976-2016). The task is: Predict the product of the given reaction. (1) Given the reactants [NH:1]1[C:9]2[C:4](=[CH:5][CH:6]=[CH:7][CH:8]=2)[C:3]([CH2:10][C:11]([O:13][CH3:14])=[O:12])=[CH:2]1.C([SiH](CC)CC)C, predict the reaction product. The product is: [NH:1]1[C:9]2[C:4](=[CH:5][CH:6]=[CH:7][CH:8]=2)[CH:3]([CH2:10][C:11]([O:13][CH3:14])=[O:12])[CH2:2]1. (2) Given the reactants C(O[C:5](=[O:7])[CH3:6])(=O)C.[C:8]1([C:14]#[C:15][C:16]2[CH:34]=[CH:33][C:19]([C:20]([NH:22][C:23]3[CH:28]=[CH:27][CH:26]=[CH:25][C:24]=3[S:29](=[O:32])(=[O:31])[NH2:30])=[O:21])=[CH:18][CH:17]=2)[CH:13]=[CH:12][CH:11]=[CH:10][CH:9]=1, predict the reaction product. The product is: [C:8]1([C:14]#[C:15][C:16]2[CH:34]=[CH:33][C:19]([C:20]([NH:22][C:23]3[CH:28]=[CH:27][CH:26]=[CH:25][C:24]=3[S:29]([NH:30][C:5](=[O:7])[CH3:6])(=[O:31])=[O:32])=[O:21])=[CH:18][CH:17]=2)[CH:9]=[CH:10][CH:11]=[CH:12][CH:13]=1. (3) The product is: [C:1]([C:3]1[CH:4]=[CH:5][C:6]([O:7][CH2:8][CH2:9][N:10]([CH2:14][CH2:15][O:16][S:30]([C:27]2[CH:28]=[CH:29][C:24]([CH3:34])=[CH:25][CH:26]=2)(=[O:32])=[O:31])[C:11]([NH2:13])=[O:12])=[CH:17][CH:18]=1)#[N:2]. Given the reactants [C:1]([C:3]1[CH:18]=[CH:17][C:6]([O:7][CH2:8][CH2:9][N:10]([CH2:14][CH2:15][OH:16])[C:11]([NH2:13])=[O:12])=[CH:5][CH:4]=1)#[N:2].C([Li])CCC.[C:24]1([CH3:34])[CH:29]=[CH:28][C:27]([S:30](Cl)(=[O:32])=[O:31])=[CH:26][CH:25]=1, predict the reaction product. (4) Given the reactants C(OC([N:8]1[CH2:13][CH2:12][N:11]([C:14]2[CH:19]=[CH:18][N:17]=[C:16]3[S:20][C:21]([C:24](=[O:26])[NH2:25])=[C:22]([NH2:23])[C:15]=23)[CH2:10][CH2:9]1)=O)(C)(C)C.CO.C(Cl)Cl, predict the reaction product. The product is: [NH2:23][C:22]1[C:15]2[C:16](=[N:17][CH:18]=[CH:19][C:14]=2[N:11]2[CH2:12][CH2:13][NH:8][CH2:9][CH2:10]2)[S:20][C:21]=1[C:24]([NH2:25])=[O:26]. (5) Given the reactants [Si:1]([O:18][CH2:19][C@@H:20]([N:23]1[C@H:28]([C:29]2[CH:34]=[CH:33][C:32]([Cl:35])=[CH:31][N:30]=2)[C@@H:27]([C:36]2[CH:41]=[CH:40][CH:39]=[C:38]([Cl:42])[CH:37]=2)[CH2:26][CH:25]([CH3:43])[C:24]1=[O:44])[CH2:21][CH3:22])([C:14]([CH3:17])([CH3:16])[CH3:15])([C:8]1[CH:13]=[CH:12][CH:11]=[CH:10][CH:9]=1)[C:2]1[CH:7]=[CH:6][CH:5]=[CH:4][CH:3]=1.[CH2:45](Br)[CH:46]=C.[CH3:49][Si]([N-][Si](C)(C)C)(C)C.[Li+], predict the reaction product. The product is: [CH2:43]([C:25]1([CH3:49])[CH2:26][C@H:27]([C:36]2[CH:41]=[CH:40][CH:39]=[C:38]([Cl:42])[CH:37]=2)[C@@H:28]([C:29]2[CH:34]=[CH:33][C:32]([Cl:35])=[CH:31][N:30]=2)[N:23]([C@@H:20]([CH2:21][CH3:22])[CH2:19][O:18][Si:1]([C:14]([CH3:17])([CH3:16])[CH3:15])([C:8]2[CH:13]=[CH:12][CH:11]=[CH:10][CH:9]=2)[C:2]2[CH:7]=[CH:6][CH:5]=[CH:4][CH:3]=2)[C:24]1=[O:44])[CH:45]=[CH2:46]. (6) Given the reactants [C:1]([O:12][CH3:13])(=[O:11])[C:2]1[CH:10]=[CH:9][CH:8]=[C:4]([C:5]([O-:7])=O)[CH:3]=1.[C:14](N1CCC(N)C1)([O:16][C:17]([CH3:20])([CH3:19])[CH3:18])=[O:15].CCN=C=NCCCN(C)C.Cl.C1[CH:40]=[CH:41][C:42]2[N:47](O)N=[N:45][C:43]=2C=1.CCN(C(C)C)C(C)C, predict the reaction product. The product is: [CH3:13][O:12][C:1]([C:2]1[CH:3]=[C:4]([C:5]([N:45]2[CH2:40][CH2:41][CH:42]([NH:47][C:14]([O:16][C:17]([CH3:20])([CH3:19])[CH3:18])=[O:15])[CH2:43]2)=[O:7])[CH:8]=[CH:9][CH:10]=1)=[O:11]. (7) Given the reactants Br[C:2]1[S:6][C:5]([CH2:7][NH:8][C:9]23[CH2:18][CH:13]4[CH2:14][CH:15]([CH2:17][CH:11]([CH2:12]4)[CH2:10]2)[CH2:16]3)=[CH:4][CH:3]=1.[Li]CCCC.[I:24]I, predict the reaction product. The product is: [I:24][C:2]1[S:6][C:5]([CH2:7][NH:8][C:9]23[CH2:18][CH:13]4[CH2:14][CH:15]([CH2:17][CH:11]([CH2:12]4)[CH2:10]2)[CH2:16]3)=[CH:4][CH:3]=1. (8) Given the reactants [CH3:1][C:2]1[CH:3]=[C:4]([C:8]2[C:9]([C:17]([OH:19])=O)=[CH:10][C:11]([C:14]([OH:16])=[O:15])=[CH:12][CH:13]=2)[CH:5]=[CH:6][CH:7]=1.S(=O)(=O)(O)O.[CH2:25](O)[CH3:26], predict the reaction product. The product is: [CH3:1][C:2]1[CH:3]=[C:4]2[C:5](=[CH:6][CH:7]=1)[C:17](=[O:19])[C:9]1[CH:10]=[C:11]([C:14]([O:16][CH2:25][CH3:26])=[O:15])[CH:12]=[CH:13][C:8]2=1.[CH3:1][C:2]1[CH:7]=[CH:6][CH:5]=[C:4]2[C:3]=1[C:17](=[O:19])[C:9]1[CH:10]=[C:11]([C:14]([O:16][CH2:25][CH3:26])=[O:15])[CH:12]=[CH:13][C:8]2=1. (9) The product is: [CH:1]1([CH2:6][CH:7]([C:11]2[CH:16]=[CH:15][C:14]([S:17]([CH3:20])(=[O:18])=[O:19])=[C:13]([N+:21]([O-:23])=[O:22])[CH:12]=2)[C:8]([NH:35][C:34]2[CH:36]=[CH:37][NH:30][C:31](=[O:32])[N:33]=2)=[O:9])[CH2:2][CH2:3][CH2:4][CH2:5]1. Given the reactants [CH:1]1([CH2:6][CH:7]([C:11]2[CH:16]=[CH:15][C:14]([S:17]([CH3:20])(=[O:19])=[O:18])=[C:13]([N+:21]([O-:23])=[O:22])[CH:12]=2)[C:8](O)=[O:9])[CH2:5][CH2:4][CH2:3][CH2:2]1.C(Cl)(=O)C(Cl)=O.[NH:30]1[CH:37]=[CH:36][C:34]([NH2:35])=[N:33][C:31]1=[O:32].C(N(CC)C(C)C)(C)C.Cl, predict the reaction product.